Predict the product of the given reaction. From a dataset of Forward reaction prediction with 1.9M reactions from USPTO patents (1976-2016). (1) Given the reactants [OH:1][C:2]1[CH:3]=[N:4][CH:5]=[CH:6][CH:7]=1.[OH-].[K+].[CH2:10](Br)[C:11]#[CH:12], predict the reaction product. The product is: [CH2:12]([O:1][C:2]1[CH:3]=[N:4][CH:5]=[CH:6][CH:7]=1)[C:11]#[CH:10]. (2) Given the reactants [CH2:1]1[N:12]2[C:13]3[C:9]([C@@H:10]4[CH2:17][NH:16][CH2:15][CH2:14][C@@H:11]42)=[CH:8][C:7]([NH:18][C:19]2[CH:24]=[CH:23][C:22]([CH3:25])=[CH:21][C:20]=2[C:26](=[O:28])[CH3:27])=[CH:6][C:5]=3[CH2:4][O:3][CH2:2]1.[BH4-].[Na+], predict the reaction product. The product is: [CH2:1]1[N:12]2[C:13]3[C:9]([C@@H:10]4[CH2:17][NH:16][CH2:15][CH2:14][C@@H:11]42)=[CH:8][C:7]([NH:18][C:19]2[CH:24]=[CH:23][C:22]([CH3:25])=[CH:21][C:20]=2[CH:26]([OH:28])[CH3:27])=[CH:6][C:5]=3[CH2:4][O:3][CH2:2]1. (3) Given the reactants [Cl:1][C:2]1[CH:11]=[CH:10][C:9]2[C:4](=[CH:5][C:6]([NH:12][C:13]3[CH:18]=[C:17]([C:19]4[CH:24]=[CH:23][C:22]([C:25]([F:28])([F:27])[F:26])=[CH:21][CH:20]=4)[N:16]=[CH:15][N:14]=3)=[CH:7][CH:8]=2)[N:3]=1.[CH3:29][NH2:30], predict the reaction product. The product is: [ClH:1].[ClH:1].[CH3:29][NH:30][C:2]1[CH:11]=[CH:10][C:9]2[C:4](=[CH:5][C:6]([NH:12][C:13]3[CH:18]=[C:17]([C:19]4[CH:24]=[CH:23][C:22]([C:25]([F:26])([F:27])[F:28])=[CH:21][CH:20]=4)[N:16]=[CH:15][N:14]=3)=[CH:7][CH:8]=2)[N:3]=1. (4) Given the reactants [Br:1][C:2]1[CH:3]=[CH:4][C:5]2[CH:9]([NH2:10])[CH2:8][S:7][C:6]=2[CH:11]=1.[F:12][C:13]([F:24])([F:23])[C:14]([NH:16][C:17]1([C:20](O)=[O:21])[CH2:19][CH2:18]1)=[O:15], predict the reaction product. The product is: [Br:1][C:2]1[CH:3]=[CH:4][C:5]2[CH:9]([NH:10][C:20]([C:17]3([NH:16][C:14](=[O:15])[C:13]([F:12])([F:23])[F:24])[CH2:18][CH2:19]3)=[O:21])[CH2:8][S:7][C:6]=2[CH:11]=1. (5) Given the reactants [CH3:1][S:2]([C:5]1[CH:10]=[CH:9][C:8]([F:11])=[CH:7][CH:6]=1)(=[O:4])=[O:3].C([Li])CCC.CCCCCC.[Cl:23][C:24]1[CH:25]=[C:26]([N:32]2[C:36]([CH3:37])=[C:35]([C:38](=[O:42])[C:39](Cl)=[O:40])[C:34]([CH3:43])=[N:33]2)[CH:27]=[CH:28][C:29]=1[C:30]#[N:31].Cl, predict the reaction product. The product is: [Cl:23][C:24]1[CH:25]=[C:26]([N:32]2[C:36]([CH3:37])=[C:35]([C:38](=[O:42])[C:39](=[O:40])[CH2:1][S:2]([C:5]3[CH:10]=[CH:9][C:8]([F:11])=[CH:7][CH:6]=3)(=[O:4])=[O:3])[C:34]([CH3:43])=[N:33]2)[CH:27]=[CH:28][C:29]=1[C:30]#[N:31].